Dataset: Reaction yield outcomes from USPTO patents with 853,638 reactions. Task: Predict the reaction yield, written as a fraction of the theoretical maximum amount of product (1.0 means a 100% yield; for example, 0.34 means a 34% yield). (1) The reactants are OO.[Br:3][C:4]1[CH:11]=[CH:10][C:7]([CH:8]=[O:9])=[C:6]([F:12])[CH:5]=1.Cl([O-])=[O:14].[Na+].OS([O-])(=O)=O.[K+]. The catalyst is C(#N)C.O. The product is [Br:3][C:4]1[CH:11]=[CH:10][C:7]([C:8]([OH:14])=[O:9])=[C:6]([F:12])[CH:5]=1. The yield is 0.960. (2) The yield is 0.270. The catalyst is O1CCCC1.ClC(Cl)(Cl)C(Cl)=O. The reactants are [Cl:1][C:2]1[CH:14]=[C:13]([Cl:15])[C:12]([S:16][C:17]2[N:21]([CH3:22])[N:20]=[C:19]([CH3:23])[C:18]=2/[CH:24]=[N:25]/O)=[CH:11][C:3]=1[O:4][C@H:5]([CH3:10])[C:6]([O:8]C)=[O:7].C(N(CC)CC)C.O. The product is [Cl:1][C:2]1[CH:14]=[C:13]([Cl:15])[C:12]([S:16][C:17]2[N:21]([CH3:22])[N:20]=[C:19]([CH3:23])[C:18]=2[C:24]#[N:25])=[CH:11][C:3]=1[O:4][C@H:5]([CH3:10])[C:6]([OH:8])=[O:7]. (3) The reactants are Cl.[C:2]([C:4]1[CH:5]=[C:6]([CH:27]=[CH:28][CH:29]=1)[C:7]([NH:9][C:10]1[C:11]([CH3:26])=[C:12]2[C:18]([CH:19]3[CH2:24][CH2:23][NH:22][CH2:21][CH2:20]3)=[CH:17][N:16]([CH3:25])[C:13]2=[N:14][CH:15]=1)=[O:8])#[N:3].CCN([CH:36]([CH3:38])[CH3:37])C(C)C.CN(C(ON1N=N[C:49]2[CH:50]=[CH:51][CH:52]=N[C:48]1=2)=[N+](C)C)C.F[P-](F)(F)(F)(F)F.CN(C=[O:67])C. No catalyst specified. The product is [C:49]12([C@@H:36]([CH3:37])[C:38]([N:22]3[CH2:21][CH2:20][CH:19]([C:18]4[C:12]5[C:13](=[N:14][CH:15]=[C:10]([NH:9][C:7](=[O:8])[C:6]6[CH:27]=[CH:28][CH:29]=[C:4]([C:2]#[N:3])[CH:5]=6)[C:11]=5[CH3:26])[N:16]([CH3:25])[CH:17]=4)[CH2:24][CH2:23]3)=[O:67])[CH2:52][CH:51]([CH2:50]1)[CH2:48]2. The yield is 0.830.